Task: Predict the reactants needed to synthesize the given product.. Dataset: Full USPTO retrosynthesis dataset with 1.9M reactions from patents (1976-2016) Given the product [CH3:17][NH:16][C:15](=[O:18])[CH2:14][NH:8][CH2:9][C:10](=[O:11])[NH:12][CH3:13], predict the reactants needed to synthesize it. The reactants are: C([N:8]([CH2:14][C:15](=[O:18])[NH:16][CH3:17])[CH2:9][C:10]([NH:12][CH3:13])=[O:11])C1C=CC=CC=1.